This data is from Full USPTO retrosynthesis dataset with 1.9M reactions from patents (1976-2016). The task is: Predict the reactants needed to synthesize the given product. (1) Given the product [CH3:37][O:36][C:30]1[CH:29]=[C:28]([CH:33]=[CH:32][C:31]=1[O:34][CH3:35])[CH2:27][N:14]1[C:13](=[O:38])[C:12]2[C:17](=[CH:18][CH:19]=[C:10]([CH2:9][NH:8][C:1](=[O:3])[CH3:2])[CH:11]=2)[N:16]([CH:20]2[CH2:25][CH2:24][O:23][CH2:22][CH2:21]2)[C:15]1=[O:26], predict the reactants needed to synthesize it. The reactants are: [C:1](OC(=O)C)(=[O:3])[CH3:2].[NH2:8][CH2:9][C:10]1[CH:11]=[C:12]2[C:17](=[CH:18][CH:19]=1)[N:16]([CH:20]1[CH2:25][CH2:24][O:23][CH2:22][CH2:21]1)[C:15](=[O:26])[N:14]([CH2:27][C:28]1[CH:33]=[CH:32][C:31]([O:34][CH3:35])=[C:30]([O:36][CH3:37])[CH:29]=1)[C:13]2=[O:38].CCN(CC)CC. (2) Given the product [Br:1][C:2]1[C:7]([C:8]2[CH:12]=[CH:11][O:10][N:9]=2)=[CH:6][CH:5]=[CH:4][N:3]=1, predict the reactants needed to synthesize it. The reactants are: [Br:1][C:2]1[C:7]([C:8]2[CH:12]=[C:11]([Si](C)(C)C)[O:10][N:9]=2)=[CH:6][CH:5]=[CH:4][N:3]=1.C(=O)([O-])[O-].[K+].[K+]. (3) Given the product [CH2:1]([O:3][C:4](=[O:18])[C:5]1[CH:10]=[C:9]([F:11])[C:8]([N:12]2[CH2:16][CH2:15][CH2:14][CH2:13]2)=[CH:7][C:6]=1[NH:22][CH:19]1[CH2:21][CH2:20]1)[CH3:2], predict the reactants needed to synthesize it. The reactants are: [CH2:1]([O:3][C:4](=[O:18])[C:5]1[CH:10]=[C:9]([F:11])[C:8]([N:12]2[CH2:16][CH2:15][CH2:14][CH2:13]2)=[CH:7][C:6]=1F)[CH3:2].[CH:19]1([NH2:22])[CH2:21][CH2:20]1.